The task is: Predict the reaction yield, written as a fraction of the theoretical maximum amount of product (1.0 means a 100% yield; for example, 0.34 means a 34% yield).. This data is from Reaction yield outcomes from USPTO patents with 853,638 reactions. (1) The reactants are [C:1]1([C:11]2[CH:16]=[CH:15][CH:14]=[CH:13][CH:12]=2)[CH:6]=[CH:5][C:4]([CH2:7][C:8]([OH:10])=O)=[CH:3][CH:2]=1.CCN(C(C)C)C(C)C.C1CN([P+](ON2N=NC3C=CC=CC2=3)(N2CCCC2)N2CCCC2)CC1.F[P-](F)(F)(F)(F)F.[F:59][C:60]1[CH:61]=[C:62]([CH:65]=[CH:66][CH:67]=1)[CH2:63][NH2:64].Cl. The catalyst is CN(C=O)C.O. The product is [F:59][C:60]1[CH:61]=[C:62]([CH:65]=[CH:66][CH:67]=1)[CH2:63][NH:64][C:8](=[O:10])[CH2:7][C:4]1[CH:3]=[CH:2][C:1]([C:11]2[CH:16]=[CH:15][CH:14]=[CH:13][CH:12]=2)=[CH:6][CH:5]=1. The yield is 0.330. (2) The reactants are [CH2:1]1[C:9]2[C:4](=[CH:5][CH:6]=[CH:7][CH:8]=2)[CH2:3][NH:2]1.[N+](C1C=C(S(O[CH2:23][C@@H:24]2[CH2:26][O:25]2)(=O)=O)C=CC=1)([O-])=O.[F-].[K+]. The catalyst is C1COCC1. The product is [O:25]1[CH2:26][C@H:24]1[CH2:23][N:2]1[CH2:3][C:4]2[C:9](=[CH:8][CH:7]=[CH:6][CH:5]=2)[CH2:1]1. The yield is 0.680. (3) The reactants are [CH2:1]([O:3][C:4]#[CH:5])[CH3:2].[CH2:6]([SnH:10]([CH2:15][CH2:16][CH2:17][CH3:18])[CH2:11][CH2:12][CH2:13][CH3:14])[CH2:7][CH2:8][CH3:9]. The catalyst is C1(C)C=CC=CC=1.CC(N=NC(C#N)(C)C)(C#N)C. The product is [CH2:15]([Sn:10]([CH2:6][CH2:7][CH2:8][CH3:9])([CH2:11][CH2:12][CH2:13][CH3:14])[CH:5]=[CH:4][O:3][CH2:1][CH3:2])[CH2:16][CH2:17][CH3:18]. The yield is 0.340. (4) The reactants are [Cl:1][CH2:2][CH2:3][CH2:4][C:5]([C:7]1[CH:12]=[CH:11][C:10]([C:13]([CH3:20])([CH3:19])[C:14]([O:16][CH2:17][CH3:18])=[O:15])=[CH:9][CH:8]=1)=[O:6].[C:21]1([C:27]([C:35]2[CH:40]=[CH:39][CH:38]=[CH:37][CH:36]=2)([CH:29]2[CH2:34][CH2:33][NH:32][CH2:31][CH2:30]2)[OH:28])[CH:26]=[CH:25][CH:24]=[CH:23][CH:22]=1.Cl. The catalyst is C1(C)C(C)=CC=CC=1. The product is [ClH:1].[OH:28][C:27]([C:35]1[CH:40]=[CH:39][CH:38]=[CH:37][CH:36]=1)([C:21]1[CH:22]=[CH:23][CH:24]=[CH:25][CH:26]=1)[CH:29]1[CH2:34][CH2:33][N:32]([CH2:2][CH2:3][CH2:4][C:5]([C:7]2[CH:12]=[CH:11][C:10]([C:13]([CH3:20])([CH3:19])[C:14]([O:16][CH2:17][CH3:18])=[O:15])=[CH:9][CH:8]=2)=[O:6])[CH2:31][CH2:30]1. The yield is 0.700. (5) The reactants are [NH2:1][C:2]1[N:7]=[CH:6][N:5]=[C:4]([NH:8][C@H:9]([C:11]2[N:16]([C:17]3[CH:22]=[CH:21][CH:20]=[CH:19][CH:18]=3)[C:15](=[O:23])[C:14]3=[C:24]([CH3:27])[CH:25]=[CH:26][N:13]3[N:12]=2)[CH3:10])[C:3]=1Br.[CH3:29][O:30][C:31]1[CH:32]=[C:33]([CH:44]=[CH:45][CH:46]=1)[CH2:34]B1OC(C)(C)C(C)(C)O1.C(=O)([O-])[O-].[Na+].[Na+]. No catalyst specified. The product is [NH2:1][C:2]1[N:7]=[CH:6][N:5]=[C:4]([NH:8][C@H:9]([C:11]2[N:16]([C:17]3[CH:22]=[CH:21][CH:20]=[CH:19][CH:18]=3)[C:15](=[O:23])[C:14]3=[C:24]([CH3:27])[CH:25]=[CH:26][N:13]3[N:12]=2)[CH3:10])[C:3]=1[CH2:34][C:33]1[CH:44]=[CH:45][CH:46]=[C:31]([O:30][CH3:29])[CH:32]=1. The yield is 0.260. (6) The yield is 0.810. The catalyst is CCOCC. The product is [CH3:37][S:38]([OH:41])(=[O:40])=[O:39].[CH:3]1([C:9]2[C:17]3[C:16](=[O:18])[NH:15][C:14]([C:19]4[CH:24]=[CH:23][C:22]([C:25]([N:27]5[CH2:28][CH2:29][N:30]([CH3:33])[CH2:31][CH2:32]5)=[O:26])=[CH:21][C:20]=4[O:34][CH3:35])=[N:13][C:12]=3[N:11]([CH3:36])[N:10]=2)[CH2:4][CH2:5][CH2:6][CH2:7][CH2:8]1. The reactants are CO.[CH:3]1([C:9]2[C:17]3[C:16](=[O:18])[NH:15][C:14]([C:19]4[CH:24]=[CH:23][C:22]([C:25]([N:27]5[CH2:32][CH2:31][N:30]([CH3:33])[CH2:29][CH2:28]5)=[O:26])=[CH:21][C:20]=4[O:34][CH3:35])=[N:13][C:12]=3[N:11]([CH3:36])[N:10]=2)[CH2:8][CH2:7][CH2:6][CH2:5][CH2:4]1.[CH3:37][S:38]([OH:41])(=[O:40])=[O:39]. (7) The catalyst is CN(C=O)C. The product is [CH3:17][C:2]1[CH:9]=[CH:8][C:5]([CH2:6][NH:28][C:29]([NH:31][C:32]2[C:37]3[O:38][CH2:39][C:40](=[O:42])[NH:41][C:36]=3[CH:35]=[CH:34][CH:33]=2)=[O:30])=[C:4]([N:10]2[CH2:48][CH2:46][CH2:12][CH2:13][CH2:14]2)[CH:3]=1. The reactants are Cl[C:2]1[CH:9]=[CH:8][C:5]([C:6]#N)=[C:4]([N:10]2[CH2:14][CH2:13][CH:12](O)C2)[CH:3]=1.Cl[C:17](Cl)(OC(=O)OC(Cl)(Cl)Cl)Cl.[N-:28]=[C:29]=[O:30].[NH2:31][C:32]1[C:37]2[O:38][CH2:39][C:40](=[O:42])[NH:41][C:36]=2[CH:35]=[CH:34][CH:33]=1.CCO[C:46]([CH3:48])=O. The yield is 0.0700.